From a dataset of Forward reaction prediction with 1.9M reactions from USPTO patents (1976-2016). Predict the product of the given reaction. (1) Given the reactants C1(C)C=CC(S(O[CH:11]2[CH2:16][CH2:15][N:14]([C:17]3[CH:22]=[CH:21][C:20]([N:23]4[CH2:27][C@H:26]([CH2:28][NH:29][C:30](=[O:32])[CH3:31])[O:25][C:24]4=[O:33])=[CH:19][C:18]=3[F:34])[CH2:13][CH2:12]2)(=O)=O)=CC=1.[NH2:36][C:37]1[NH:41][N:40]=[N:39][N:38]=1.C([O-])([O-])=O.[K+].[K+], predict the reaction product. The product is: [NH2:36][C:37]1[N:41]([CH:11]2[CH2:16][CH2:15][N:14]([C:17]3[CH:22]=[CH:21][C:20]([N:23]4[CH2:27][C@H:26]([CH2:28][NH:29][C:30](=[O:32])[CH3:31])[O:25][C:24]4=[O:33])=[CH:19][C:18]=3[F:34])[CH2:13][CH2:12]2)[N:40]=[N:39][N:38]=1. (2) Given the reactants [NH2:1][C:2]1[CH:10]=[CH:9][C:5]([C:6]([OH:8])=[O:7])=[CH:4][C:3]=1[Br:11].O[CH2:13][CH:14]([CH2:16]O)O.S(=O)(=O)(O)O.[Na+].[N+](C1C=C(S([O-])(=O)=O)C=CC=1)([O-])=O, predict the reaction product. The product is: [Br:11][C:3]1[CH:4]=[C:5]([C:6]([OH:8])=[O:7])[CH:9]=[C:10]2[C:2]=1[N:1]=[CH:16][CH:14]=[CH:13]2. (3) Given the reactants FC(F)(F)C1C=C(NC(=O)NC2C=CC(C3SC(CCC(O)=O)=NC=3)=CC=2)C=CC=1.[O:31]1[C:35]2[CH:36]=[CH:37][C:38]([NH:40][C:41](=[O:64])[NH:42][C:43]3[CH:48]=[CH:47][C:46]([C:49]4[S:53][C:52]([CH:54]5[CH2:59][CH2:58][CH:57]([C:60]([O:62]C)=[O:61])[CH2:56][CH2:55]5)=[N:51][CH:50]=4)=[CH:45][CH:44]=3)=[CH:39][C:34]=2[O:33][CH2:32]1, predict the reaction product. The product is: [O:31]1[C:35]2[CH:36]=[CH:37][C:38]([NH:40][C:41](=[O:64])[NH:42][C:43]3[CH:44]=[CH:45][C:46]([C:49]4[S:53][C:52]([CH:54]5[CH2:55][CH2:56][CH:57]([C:60]([OH:62])=[O:61])[CH2:58][CH2:59]5)=[N:51][CH:50]=4)=[CH:47][CH:48]=3)=[CH:39][C:34]=2[O:33][CH2:32]1. (4) Given the reactants P([O:9][CH2:10][C@H:11]1[O:15][C@@H:14]([N:16]2[C:25]3[N:24]=[CH:23][N:22]=[C:20]([NH2:21])[C:19]=3[N:18]=[CH:17]2)[C@H:13]([OH:26])[C@@H:12]1[OH:27])(OP(O)(O)=O)(=O)O.P(OC[C@H]1O[C@@H](N2C3N=CN=C(N)C=3N=C2)[C@H](O)[C@@H]1O)(OP(OP(O)(O)=O)(O)=O)(=O)O.[C@@H]1(N2C3N=CN=C(N)C=3N=C2)O[C@H](CO)[C@@H](O)[C@H]1O, predict the reaction product. The product is: [C@@H:14]1([N:16]2[C:25]3[N:24]=[CH:23][N:22]=[C:20]([NH2:21])[C:19]=3[N:18]=[CH:17]2)[O:15][C@H:11]([CH2:10][OH:9])[C@@H:12]([OH:27])[C@H:13]1[OH:26]. (5) The product is: [OH:29][C:26]([CH:24]1[CH2:25][N:22]([C:3]2[C:2]([C:34]3[CH:35]=[N:36][C:31]([CH3:30])=[CH:32][CH:33]=3)=[CH:21][C:6]([C:7]([NH:9][C:10]3[CH:15]=[CH:14][C:13]([O:16][C:17]([F:20])([F:19])[F:18])=[CH:12][CH:11]=3)=[O:8])=[CH:5][N:4]=2)[CH2:23]1)([CH3:28])[CH3:27]. Given the reactants Br[C:2]1[C:3]([N:22]2[CH2:25][CH:24]([C:26]([OH:29])([CH3:28])[CH3:27])[CH2:23]2)=[N:4][CH:5]=[C:6]([CH:21]=1)[C:7]([NH:9][C:10]1[CH:15]=[CH:14][C:13]([O:16][C:17]([F:20])([F:19])[F:18])=[CH:12][CH:11]=1)=[O:8].[CH3:30][C:31]1[N:36]=[CH:35][C:34](B(O)O)=[CH:33][CH:32]=1, predict the reaction product. (6) Given the reactants Br[C:2]1[C:14]2[C:13]3[C:8](=[CH:9][C:10]([C:15]([OH:18])([CH3:17])[CH3:16])=[CH:11][CH:12]=3)[NH:7][C:6]=2[C:5]([C:19]([NH2:21])=[O:20])=[CH:4][CH:3]=1.[CH3:22][C:23]1[C:28](B2OC(C)(C)C(C)(C)O2)=[CH:27][CH:26]=[CH:25][C:24]=1[N:38]1[C:43](=[O:44])[CH:42]=[C:41]2[S:45][CH:46]=[CH:47][N:40]2[C:39]1=[O:48].C([O-])([O-])=O.[Cs+].[Cs+], predict the reaction product. The product is: [O:48]=[C:39]1[N:40]2[CH:47]=[CH:46][S:45][C:41]2=[CH:42][C:43](=[O:44])[N:38]1[C:24]1[C:23]([CH3:22])=[C:28]([C:2]2[C:14]3[C:13]4[C:8](=[CH:9][C:10]([C:15]([OH:18])([CH3:17])[CH3:16])=[CH:11][CH:12]=4)[NH:7][C:6]=3[C:5]([C:19]([NH2:21])=[O:20])=[CH:4][CH:3]=2)[CH:27]=[CH:26][CH:25]=1. (7) Given the reactants [Cl:1][C:2]1[C:3]([C:9]2[CH:14]=[CH:13][CH:12]=[C:11]([NH:15][CH2:16][C:17]3([F:23])[CH2:22][CH2:21][O:20][CH2:19][CH2:18]3)[N:10]=2)=[CH:4][C:5](F)=[N:6][CH:7]=1.[OH-].[NH4+:25], predict the reaction product. The product is: [Cl:1][C:2]1[C:3]([C:9]2[CH:14]=[CH:13][CH:12]=[C:11]([NH:15][CH2:16][C:17]3([F:23])[CH2:22][CH2:21][O:20][CH2:19][CH2:18]3)[N:10]=2)=[CH:4][C:5]([NH2:25])=[N:6][CH:7]=1.